From a dataset of Full USPTO retrosynthesis dataset with 1.9M reactions from patents (1976-2016). Predict the reactants needed to synthesize the given product. (1) Given the product [C:22]([O:21][C:19](=[O:20])[NH:18][CH:13]([C:12](=[O:26])[NH:11][CH:4]([CH:5]1[CH2:10][CH2:9][CH2:8][CH2:7][CH2:6]1)[C:3](=[O:27])[NH:29][CH3:28])[C:14]([CH3:17])([CH3:15])[CH3:16])([CH3:24])([CH3:25])[CH3:23], predict the reactants needed to synthesize it. The reactants are: CO[C:3](=[O:27])[CH:4]([NH:11][C:12](=[O:26])[CH:13]([NH:18][C:19]([O:21][C:22]([CH3:25])([CH3:24])[CH3:23])=[O:20])[C:14]([CH3:17])([CH3:16])[CH3:15])[CH:5]1[CH2:10][CH2:9][CH2:8][CH2:7][CH2:6]1.[CH3:28][NH2:29]. (2) Given the product [CH3:2][C:3]1[C:7]2[CH:8]=[CH:9][CH:10]=[CH:11][C:6]=2[O:5][C:4]=1[C:12]([NH:14][C:15]1([C:21]([NH:23][CH:24]2[CH2:29][CH2:28][N:27]([C:34]3[CH:35]=[C:36]([F:38])[CH:37]=[CH:32][C:33]=3[C:39]([F:40])([F:41])[F:42])[CH2:26][C:25]2=[O:30])=[O:22])[CH2:16][CH2:17][CH2:18][CH2:19][CH2:20]1)=[O:13], predict the reactants needed to synthesize it. The reactants are: Cl.[CH3:2][C:3]1[C:7]2[CH:8]=[CH:9][CH:10]=[CH:11][C:6]=2[O:5][C:4]=1[C:12]([NH:14][C:15]1([C:21]([NH:23][CH:24]2[CH2:29][CH2:28][NH:27][CH2:26][CH:25]2[OH:30])=[O:22])[CH2:20][CH2:19][CH2:18][CH2:17][CH2:16]1)=[O:13].Br[C:32]1[CH:37]=[C:36]([F:38])[CH:35]=[CH:34][C:33]=1[C:39]([F:42])([F:41])[F:40]. (3) Given the product [O:1]1[C:5]2([CH2:10][CH2:9][N:8]([C:18]3[CH:19]=[CH:20][C:15]([C:13]([O:12][CH3:11])=[O:14])=[CH:16][CH:17]=3)[CH2:7][CH2:6]2)[O:4][CH2:3][CH2:2]1, predict the reactants needed to synthesize it. The reactants are: [O:1]1[C:5]2([CH2:10][CH2:9][NH:8][CH2:7][CH2:6]2)[O:4][CH2:3][CH2:2]1.[CH3:11][O:12][C:13]([C:15]1[CH:20]=[CH:19][C:18](B(O)O)=[CH:17][CH:16]=1)=[O:14].CCN(CC)CC. (4) Given the product [C:16]([C:20]1[CH:21]=[CH:22][C:23]([N:24]2[C:3]([OH:4])([CH3:2])[C:11]3[C:6](=[C:7]([N+:12]([O-:14])=[O:13])[CH:8]=[CH:9][CH:10]=3)[C:5]2=[O:15])=[CH:25][CH:26]=1)([CH3:19])([CH3:17])[CH3:18], predict the reactants needed to synthesize it. The reactants are: Br[CH2:2][CH:3]1[C:11]2[C:6](=[C:7]([N+:12]([O-:14])=[O:13])[CH:8]=[CH:9][CH:10]=2)[C:5](=[O:15])[O:4]1.[C:16]([C:20]1[CH:26]=[CH:25][C:23]([NH2:24])=[CH:22][CH:21]=1)([CH3:19])([CH3:18])[CH3:17].CCOC(C)=O. (5) Given the product [N:11]1[CH:12]=[CH:13][N:14]=[CH:15][C:10]=1[C:7]1([NH2:6])[CH2:9][CH2:8]1, predict the reactants needed to synthesize it. The reactants are: C(OC(=O)[NH:6][C:7]1([C:10]2[CH:15]=[N:14][CH:13]=[CH:12][N:11]=2)[CH2:9][CH2:8]1)C=C.N1CCOCC1. (6) Given the product [Cl:1][C:2]1[CH:8]=[CH:7][CH:6]=[C:4]2[C:3]=1[CH2:40][CH2:39][C:38](=[O:37])[NH:5]2, predict the reactants needed to synthesize it. The reactants are: [Cl:1][C:2]1[C:3](I)=[C:4]([CH:6]=[CH:7][CH:8]=1)[NH2:5].CC(N=NC(C#N)(C)C)(C#N)C.C([SnH](CCCC)CCCC)CCC.C([O:37][C:38](=O)[CH:39]=[CH2:40])C. (7) Given the product [NH2:18][C:3]1[C:4](=[O:17])[NH:5][C:6](=[S:16])[N:7]([C:8]2[CH:13]=[CH:12][CH:11]=[C:10]([CH2:14][CH3:15])[CH:9]=2)[C:2]=1[NH2:1], predict the reactants needed to synthesize it. The reactants are: [NH2:1][C:2]1[N:7]([C:8]2[CH:13]=[CH:12][CH:11]=[C:10]([CH2:14][CH3:15])[CH:9]=2)[C:6](=[S:16])[NH:5][C:4](=[O:17])[C:3]=1[N:18]=O.N.S(S([O-])=O)([O-])=O.[Na+].[Na+].S(=O)(=O)(O)O. (8) Given the product [F:30][C:19]1[CH:20]=[C:21]2[C:16](=[CH:17][C:18]=1[C:31]1[CH:36]=[CH:35][CH:34]=[C:33]([S:37]([CH3:40])(=[O:39])=[O:38])[CH:32]=1)[N:15]=[C:14]([C:11]1[CH:12]=[N:13][C:8]([NH2:7])=[N:9][CH:10]=1)[N:23]=[C:22]2[N:24]1[CH2:29][CH2:28][O:27][CH2:26][CH2:25]1, predict the reactants needed to synthesize it. The reactants are: C(OC(=O)[NH:7][C:8]1[N:13]=[CH:12][C:11]([C:14]2[N:23]=[C:22]([N:24]3[CH2:29][CH2:28][O:27][CH2:26][CH2:25]3)[C:21]3[C:16](=[CH:17][C:18]([C:31]4[CH:36]=[CH:35][CH:34]=[C:33]([S:37]([CH3:40])(=[O:39])=[O:38])[CH:32]=4)=[C:19]([F:30])[CH:20]=3)[N:15]=2)=[CH:10][N:9]=1)(C)(C)C.Cl. (9) Given the product [CH2:16]([O:7][C:5](=[O:6])/[C:4](/[CH3:3])=[CH:26]/[C:25]1[CH:28]=[CH:29][C:22]([I:21])=[CH:23][CH:24]=1)[CH3:17], predict the reactants needed to synthesize it. The reactants are: C([C:3](CC)(CC)[CH:4](P(O)(O)=O)[C:5]([O-:7])=[O:6])C.[CH2:16]([Li])[CH2:17]CC.[I:21][C:22]1[CH:29]=[CH:28][C:25]([CH:26]=O)=[CH:24][CH:23]=1.C(OCC)(=O)C. (10) The reactants are: CC(C)([O-])C.[Na+].[C:7]1([S:13]([CH2:16][CH2:17][CH2:18][C:19](=O)[CH3:20])(=[O:15])=[O:14])[CH:12]=[CH:11][CH:10]=[CH:9][CH:8]=1.[C:22]([O:29][CH2:30][CH3:31])(=[O:28])[C:23](OCC)=O.C([O-])(=O)C.[K+].C(O)(=O)C(O)=O.[CH2:43]([NH:47][NH2:48])[CH2:44][CH2:45][CH3:46]. Given the product [C:7]1([S:13]([CH2:16][CH2:17][CH2:18][C:19]2[N:47]([CH2:43][CH2:44][CH2:45][CH3:46])[N:48]=[C:23]([C:22]([O:29][CH2:30][CH3:31])=[O:28])[CH:20]=2)(=[O:15])=[O:14])[CH:12]=[CH:11][CH:10]=[CH:9][CH:8]=1, predict the reactants needed to synthesize it.